This data is from Forward reaction prediction with 1.9M reactions from USPTO patents (1976-2016). The task is: Predict the product of the given reaction. (1) Given the reactants [C:1]([Mg]Cl)#[CH:2].[CH3:5][C:6]1[N:11]=[C:10](/[C:12](=[N:14]/[O:15][CH2:16][CH2:17][CH2:18][C:19]2[N:24]=[C:23]([CH:25]=[O:26])[CH:22]=[CH:21][CH:20]=2)/[CH3:13])[CH:9]=[CH:8][CH:7]=1.[Cl-].[NH4+], predict the reaction product. The product is: [OH:26][CH:25]([C:23]1[N:24]=[C:19]([CH2:18][CH2:17][CH2:16][O:15]/[N:14]=[C:12](/[C:10]2[CH:9]=[CH:8][CH:7]=[C:6]([CH3:5])[N:11]=2)\[CH3:13])[CH:20]=[CH:21][CH:22]=1)[C:1]#[CH:2]. (2) Given the reactants [C:1]([C:4]1[C:5]([OH:13])=[C:6]([CH:10]=[CH:11][CH:12]=1)[C:7]([OH:9])=[O:8])(=[O:3])[CH3:2].[F:14][C:15]([F:25])([F:24])[C:16]1[CH:17]=[C:18]([CH:21]=[CH:22][CH:23]=1)[CH:19]=O.[OH-].[K+].Cl, predict the reaction product. The product is: [OH:13][C:5]1[C:4]([C:1](=[O:3])/[CH:2]=[CH:19]/[C:18]2[CH:21]=[CH:22][CH:23]=[C:16]([C:15]([F:14])([F:24])[F:25])[CH:17]=2)=[CH:12][CH:11]=[CH:10][C:6]=1[C:7]([OH:9])=[O:8]. (3) Given the reactants [OH:1][C:2]1[CH:3]=[C:4]([CH:26]=[CH:27][CH:28]=1)[CH2:5][N:6]([C:19]1[CH:24]=[CH:23][C:22](I)=[CH:21][CH:20]=1)[S:7]([C:10]1[C:15]([CH3:16])=[CH:14][C:13]([CH3:17])=[CH:12][C:11]=1[CH3:18])(=[O:9])=[O:8].[CH2:29]([OH:32])[CH:30]=[CH2:31].C(=O)(O)[O-].[Na+].O, predict the reaction product. The product is: [OH:1][C:2]1[CH:3]=[C:4]([CH:26]=[CH:27][CH:28]=1)[CH2:5][N:6]([C:19]1[CH:24]=[CH:23][C:22]([CH2:31][CH2:30][CH:29]=[O:32])=[CH:21][CH:20]=1)[S:7]([C:10]1[C:15]([CH3:16])=[CH:14][C:13]([CH3:17])=[CH:12][C:11]=1[CH3:18])(=[O:9])=[O:8]. (4) Given the reactants [OH:1][C:2]1[CH:7]=[C:6]([O:8][CH3:9])[CH:5]=[CH:4][C:3]=1[NH:10][C:11](=[O:13])[CH3:12].[O:14]1[CH2:16][C@H:15]1[CH2:17]OS(C1C=CC=C([N+]([O-])=O)C=1)(=O)=O.C(=O)([O-])[O-].[Cs+].[Cs+].N#N, predict the reaction product. The product is: [CH3:9][O:8][C:6]1[CH:5]=[CH:4][C:3]([NH:10][C:11](=[O:13])[CH3:12])=[C:2]([O:1][CH2:17][C@@H:15]2[CH2:16][O:14]2)[CH:7]=1. (5) Given the reactants [C:1]([C:3]1[C:4]2([CH2:9][CH2:10][CH2:11][CH:12]=1)[CH2:8][CH2:7][CH2:6][CH2:5]2)#[CH:2].S(=O)(=O)(O)[OH:14].[OH-].[Na+], predict the reaction product. The product is: [CH2:8]1[C:4]2([CH2:9][CH2:10][CH2:11][CH:12]=[C:3]2[C:1](=[O:14])[CH3:2])[CH2:5][CH2:6][CH2:7]1.